This data is from Reaction yield outcomes from USPTO patents with 853,638 reactions. The task is: Predict the reaction yield, written as a fraction of the theoretical maximum amount of product (1.0 means a 100% yield; for example, 0.34 means a 34% yield). (1) The reactants are [Br:1][C:2]1[CH:3]=[C:4]([N+:9]([O-:11])=[O:10])[C:5](Cl)=[N:6][CH:7]=1.[CH3:12][O-:13].[Na+]. The yield is 0.980. The catalyst is CO. The product is [Br:1][C:2]1[CH:3]=[C:4]([N+:9]([O-:11])=[O:10])[C:5]([O:13][CH3:12])=[N:6][CH:7]=1. (2) The reactants are Br[C:2]1[C:7]2[O:8][C:9]([F:12])([F:11])[O:10][C:6]=2[C:5]([C:13]([NH:15][S:16]([C:19]2[CH:24]=[CH:23][CH:22]=[CH:21][C:20]=2[S:25](=[O:28])(=[O:27])[NH2:26])(=[O:18])=[O:17])=[O:14])=[CH:4][CH:3]=1.[CH:29]1([C:32]#[C+:33])[CH2:31][CH2:30]1. No catalyst specified. The product is [CH:29]1([C:32]#[C:33][C:2]2[C:7]3[O:8][C:9]([F:11])([F:12])[O:10][C:6]=3[C:5]([C:13]([NH:15][S:16]([C:19]3[CH:24]=[CH:23][CH:22]=[CH:21][C:20]=3[S:25](=[O:27])(=[O:28])[NH2:26])(=[O:17])=[O:18])=[O:14])=[CH:4][CH:3]=2)[CH2:31][CH2:30]1. The yield is 0.200. (3) The reactants are [Br:1][C:2]1[C:3]([F:21])=[CH:4][C:5]2[CH:11]3[CH2:12][CH:9]([CH2:10]3)[N:8]3[CH:13]=[C:14]([C:16]([O:18][CH3:19])=[O:17])[N:15]=[C:7]3[C:6]=2[CH:20]=1.[F:22][C:23]1[CH:24]=[C:25]([CH:31]=[O:32])[C:26]([O:29][CH3:30])=[N:27][CH:28]=1. No catalyst specified. The product is [Br:1][C:2]1[C:3]([F:21])=[CH:4][C:5]2[CH:11]3[CH2:10][CH:9]([CH2:12]3)[N:8]3[C:13]([CH:31]([C:25]4[C:26]([O:29][CH3:30])=[N:27][CH:28]=[C:23]([F:22])[CH:24]=4)[OH:32])=[C:14]([C:16]([O:18][CH3:19])=[O:17])[N:15]=[C:7]3[C:6]=2[CH:20]=1. The yield is 0.680.